The task is: Predict the product of the given reaction.. This data is from Forward reaction prediction with 1.9M reactions from USPTO patents (1976-2016). (1) The product is: [CH:1]1([O:6][C:7]2[CH:8]=[C:9]([CH:19]=[CH:20][C:21]=2[O:22][CH3:23])[CH2:10][NH:11][C:12]2[N:13]=[CH:14][C:15]([C:26]3[CH:25]=[N:24][CH:29]=[CH:28][CH:27]=3)=[CH:16][CH:17]=2)[CH2:5][CH2:4][CH2:3][CH2:2]1. Given the reactants [CH:1]1([O:6][C:7]2[CH:8]=[C:9]([CH:19]=[CH:20][C:21]=2[O:22][CH3:23])[CH2:10][NH:11][C:12]2[CH:17]=[CH:16][C:15](I)=[CH:14][N:13]=2)[CH2:5][CH2:4][CH2:3][CH2:2]1.[N:24]1[CH:29]=[CH:28][CH:27]=[C:26](B(O)O)[CH:25]=1.C(#N)C.C(=O)([O-])[O-].[Na+].[Na+], predict the reaction product. (2) Given the reactants CC(C)([O-])C.[K+].[C:7]1(=[N:13][OH:14])[CH2:12][CH2:11][CH2:10][CH2:9][CH2:8]1.Cl[C:16]1[CH:21]=[CH:20][C:19]([N+:22]([O-:24])=[O:23])=[CH:18][CH:17]=1, predict the reaction product. The product is: [N+:22]([C:19]1[CH:20]=[CH:21][C:16]([O:14][N:13]=[C:7]2[CH2:12][CH2:11][CH2:10][CH2:9][CH2:8]2)=[CH:17][CH:18]=1)([O-:24])=[O:23]. (3) Given the reactants [C:1]([O:5][C:6](=[O:25])[NH:7][C:8]1[C:13]([NH2:14])=[CH:12][C:11]([C:15]2[CH:20]=[CH:19][CH:18]=[CH:17][C:16]=2[F:21])=[C:10]([N:22]([CH3:24])[CH3:23])[CH:9]=1)([CH3:4])([CH3:3])[CH3:2].C([O:30][C:31](=O)[CH2:32][C:33](=[O:46])[C:34]1[CH:39]=[CH:38][CH:37]=[C:36]([C:40]2[CH:45]=[CH:44][N:43]=[CH:42][CH:41]=2)[CH:35]=1)(C)(C)C, predict the reaction product. The product is: [C:1]([O:5][C:6](=[O:25])[NH:7][C:8]1[C:13]([NH:14][C:31](=[O:30])[CH2:32][C:33](=[O:46])[C:34]2[CH:39]=[CH:38][CH:37]=[C:36]([C:40]3[CH:41]=[CH:42][N:43]=[CH:44][CH:45]=3)[CH:35]=2)=[CH:12][C:11]([C:15]2[CH:20]=[CH:19][CH:18]=[CH:17][C:16]=2[F:21])=[C:10]([N:22]([CH3:23])[CH3:24])[CH:9]=1)([CH3:4])([CH3:3])[CH3:2]. (4) Given the reactants [C:1]1([CH2:7][CH2:8][O:9][CH2:10][C:11]2[O:15][N:14]=[C:13]([C:16]([OH:18])=O)[CH:12]=2)[CH:6]=[CH:5][CH:4]=[CH:3][CH:2]=1.Cl.[O:20]1[CH2:24][CH2:23][CH:22]([CH2:25][NH2:26])[CH2:21]1.C(N(CC)CC)C.ON1C2C=CC=CC=2N=N1, predict the reaction product. The product is: [O:20]1[CH2:24][CH2:23][CH:22]([CH2:25][NH:26][C:16]([C:13]2[CH:12]=[C:11]([CH2:10][O:9][CH2:8][CH2:7][C:1]3[CH:2]=[CH:3][CH:4]=[CH:5][CH:6]=3)[O:15][N:14]=2)=[O:18])[CH2:21]1. (5) Given the reactants [CH3:1][O:2][C:3]1[CH:8]=[CH:7][C:6]([CH2:9][C:10]#[N:11])=[CH:5][CH:4]=1.[C:12]1(=[O:18])[CH2:17][CH2:16][CH2:15][CH2:14][CH2:13]1.N12CCCNC1=NCCC2.Cl, predict the reaction product. The product is: [C:10]([CH:9]([C:6]1[CH:7]=[CH:8][C:3]([O:2][CH3:1])=[CH:4][CH:5]=1)[C:12]1([OH:18])[CH2:17][CH2:16][CH2:15][CH2:14][CH2:13]1)#[N:11]. (6) The product is: [CH:1]1([N:4]2[C:9](=[O:10])[C:8]3[C:11]([O:18][S:40]([C:43]4[CH:49]=[CH:48][C:46]([CH3:47])=[CH:45][CH:44]=4)(=[O:42])=[O:41])=[C:12]([CH3:17])[C:13](=[O:16])[N:14]([CH3:15])[C:7]=3[N:6]([C:19]3[CH:24]=[CH:23][C:22]([I:25])=[CH:21][C:20]=3[F:26])[C:5]2=[O:27])[CH2:3][CH2:2]1. Given the reactants [CH:1]1([N:4]2[C:9](=[O:10])[C:8]3[C:11]([OH:18])=[C:12]([CH3:17])[C:13](=[O:16])[N:14]([CH3:15])[C:7]=3[N:6]([C:19]3[CH:24]=[CH:23][C:22]([I:25])=[CH:21][C:20]=3[F:26])[C:5]2=[O:27])[CH2:3][CH2:2]1.C(N(CC)CC)C.Cl.CN(C)C.[S:40](Cl)([C:43]1[CH:49]=[CH:48][C:46]([CH3:47])=[CH:45][CH:44]=1)(=[O:42])=[O:41], predict the reaction product. (7) Given the reactants [N+:1]([C:4]1[CH:9]=[CH:8][C:7]([C:10]2([C:14]([O:16][CH2:17][CH3:18])=[O:15])[CH2:13][CH2:12][CH2:11]2)=[CH:6][C:5]=1[O:19][CH2:20][C:21]([F:24])([F:23])[F:22])([O-])=O, predict the reaction product. The product is: [NH2:1][C:4]1[CH:9]=[CH:8][C:7]([C:10]2([C:14]([O:16][CH2:17][CH3:18])=[O:15])[CH2:13][CH2:12][CH2:11]2)=[CH:6][C:5]=1[O:19][CH2:20][C:21]([F:22])([F:23])[F:24]. (8) Given the reactants [CH2:1]([O:8][C:9]1[CH:18]=[CH:17][CH:16]=[C:15]2[C:10]=1[CH2:11][CH2:12][CH2:13][CH:14]2[C:19]([N:21]([C:28]1[CH:33]=[CH:32][C:31]([CH:34]([CH3:36])[CH3:35])=[CH:30][CH:29]=1)[CH2:22][C:23]1[CH:24]=[N:25][NH:26][CH:27]=1)=[O:20])[C:2]1[CH:7]=[CH:6][CH:5]=[CH:4][CH:3]=1.[CH:37](I)([CH3:39])[CH3:38], predict the reaction product. The product is: [CH2:1]([O:8][C:9]1[CH:18]=[CH:17][CH:16]=[C:15]2[C:10]=1[CH2:11][CH2:12][CH2:13][CH:14]2[C:19]([N:21]([C:28]1[CH:29]=[CH:30][C:31]([CH:34]([CH3:36])[CH3:35])=[CH:32][CH:33]=1)[CH2:22][C:23]1[CH:27]=[N:26][N:25]([CH:37]([CH3:39])[CH3:38])[CH:24]=1)=[O:20])[C:2]1[CH:3]=[CH:4][CH:5]=[CH:6][CH:7]=1. (9) The product is: [C:27]1([C@H:37]([NH:39][C:12]([CH:4]2[CH2:3][C:2](=[O:1])[C:11]3[C:6](=[CH:7][CH:8]=[CH:9][CH:10]=3)[CH2:5]2)=[O:14])[CH3:38])[C:36]2[C:31](=[CH:32][CH:33]=[CH:34][CH:35]=2)[CH:30]=[CH:29][CH:28]=1. Given the reactants [O:1]=[C:2]1[C:11]2[C:6](=[CH:7][CH:8]=[CH:9][CH:10]=2)[CH2:5][CH:4]([C:12]([OH:14])=O)[CH2:3]1.C1N=CN(C(N2C=NC=C2)=O)C=1.[C:27]1([C@H:37]([NH2:39])[CH3:38])[C:36]2[C:31](=[CH:32][CH:33]=[CH:34][CH:35]=2)[CH:30]=[CH:29][CH:28]=1, predict the reaction product.